Dataset: Full USPTO retrosynthesis dataset with 1.9M reactions from patents (1976-2016). Task: Predict the reactants needed to synthesize the given product. (1) Given the product [C:4]([O:3][C:1]([NH:2][CH2:34][C:31]1[C:32]([F:33])=[C:24]([F:23])[C:25]([NH:36][C:37]2[CH:42]=[CH:41][C:40]([I:43])=[CH:39][C:38]=2[F:44])=[C:26]([CH:30]=1)[C:27]([OH:29])=[O:28])=[O:8])([CH3:7])([CH3:6])[CH3:5], predict the reactants needed to synthesize it. The reactants are: [C:1](=[O:8])([O:3][C:4]([CH3:7])([CH3:6])[CH3:5])[NH2:2].FC(F)(F)C(O)=O.C([SiH](CC)CC)C.[F:23][C:24]1[C:25]([NH:36][C:37]2[CH:42]=[CH:41][C:40]([I:43])=[CH:39][C:38]=2[F:44])=[C:26]([CH:30]=[C:31]([CH:34]=O)[C:32]=1[F:33])[C:27]([OH:29])=[O:28]. (2) Given the product [F:42][C:2]1([F:1])[O:6][C:5]2[CH:7]=[CH:8][C:9]([C:11]3([C:14]([NH:16][C@H:17]4[CH2:22][C@@H:21]([C:23]5[CH:28]=[CH:27][CH:26]=[C:25]([O:29][CH3:30])[CH:24]=5)[O:20][C@@H:19]([C:31]5[CH:32]=[C:33]([CH:39]=[CH:40][CH:41]=5)[C:34]([OH:36])=[O:35])[CH2:18]4)=[O:15])[CH2:12][CH2:13]3)=[CH:10][C:4]=2[O:3]1, predict the reactants needed to synthesize it. The reactants are: [F:1][C:2]1([F:42])[O:6][C:5]2[CH:7]=[CH:8][C:9]([C:11]3([C:14]([NH:16][C@H:17]4[CH2:22][C@@H:21]([C:23]5[CH:28]=[CH:27][CH:26]=[C:25]([O:29][CH3:30])[CH:24]=5)[O:20][C@@H:19]([C:31]5[CH:32]=[C:33]([CH:39]=[CH:40][CH:41]=5)[C:34]([O:36]CC)=[O:35])[CH2:18]4)=[O:15])[CH2:13][CH2:12]3)=[CH:10][C:4]=2[O:3]1. (3) Given the product [CH2:42]([O:4][C:1](=[O:2])[C:34]1[CH:39]=[CH:38][CH:37]=[C:36]([C:8]2[CH:9]=[C:10]([NH:16][CH2:17][CH2:18][C:19]3[CH:24]=[CH:23][C:22]([Cl:25])=[CH:21][C:20]=3[Cl:26])[N:11]=[C:12]([O:14][CH3:15])[N:13]=2)[CH:35]=1)[CH3:43], predict the reactants needed to synthesize it. The reactants are: [C:1]([O-:4])([O-])=[O:2].[Cs+].[Cs+].Cl[C:8]1[N:13]=[C:12]([O:14][CH3:15])[N:11]=[C:10]([NH:16][CH2:17][CH2:18][C:19]2[CH:24]=[CH:23][C:22]([Cl:25])=[CH:21][C:20]=2[Cl:26])[CH:9]=1.C(C(OB([C:34]1[CH:39]=[CH:38][CH:37]=[CH:36][CH:35]=1)O)=O)C.CO[CH2:42][CH2:43]OC. (4) Given the product [CH3:19][C:10]1[CH:15]=[CH:14][C:13]([C:2]2[C:3]([C:4]#[N:5])=[CH:6][CH:7]=[CH:8][CH:9]=2)=[CH:12][CH:11]=1, predict the reactants needed to synthesize it. The reactants are: Br[C:2]1[CH:9]=[CH:8][CH:7]=[CH:6][C:3]=1[C:4]#[N:5].[C:10]1([CH3:19])[CH:15]=[CH:14][C:13](B(O)O)=[CH:12][CH:11]=1.